From a dataset of NCI-60 drug combinations with 297,098 pairs across 59 cell lines. Regression. Given two drug SMILES strings and cell line genomic features, predict the synergy score measuring deviation from expected non-interaction effect. (1) Drug 1: C1=NC2=C(N=C(N=C2N1C3C(C(C(O3)CO)O)F)Cl)N. Drug 2: CC12CCC3C(C1CCC2O)C(CC4=C3C=CC(=C4)O)CCCCCCCCCS(=O)CCCC(C(F)(F)F)(F)F. Cell line: OVCAR3. Synergy scores: CSS=5.00, Synergy_ZIP=-2.80, Synergy_Bliss=-6.38, Synergy_Loewe=-0.207, Synergy_HSA=-4.39. (2) Drug 1: C1=NC2=C(N1)C(=S)N=C(N2)N. Drug 2: COCCOC1=C(C=C2C(=C1)C(=NC=N2)NC3=CC=CC(=C3)C#C)OCCOC.Cl. Cell line: 786-0. Synergy scores: CSS=41.0, Synergy_ZIP=-6.11, Synergy_Bliss=-3.04, Synergy_Loewe=-3.23, Synergy_HSA=-0.529. (3) Drug 1: CCN(CC)CCNC(=O)C1=C(NC(=C1C)C=C2C3=C(C=CC(=C3)F)NC2=O)C. Drug 2: C1C(C(OC1N2C=NC3=C2NC=NCC3O)CO)O. Cell line: A498. Synergy scores: CSS=1.13, Synergy_ZIP=0.994, Synergy_Bliss=0.554, Synergy_Loewe=-3.39, Synergy_HSA=-2.88. (4) Drug 1: C1=NC(=NC(=O)N1C2C(C(C(O2)CO)O)O)N. Drug 2: C(=O)(N)NO. Cell line: MCF7. Synergy scores: CSS=7.38, Synergy_ZIP=3.47, Synergy_Bliss=1.08, Synergy_Loewe=-2.97, Synergy_HSA=1.24. (5) Synergy scores: CSS=21.7, Synergy_ZIP=-8.22, Synergy_Bliss=-13.3, Synergy_Loewe=-33.8, Synergy_HSA=-13.0. Drug 2: C1CCC(C(C1)N)N.C(=O)(C(=O)[O-])[O-].[Pt+4]. Cell line: HT29. Drug 1: CCC1(CC2CC(C3=C(CCN(C2)C1)C4=CC=CC=C4N3)(C5=C(C=C6C(=C5)C78CCN9C7C(C=CC9)(C(C(C8N6C)(C(=O)OC)O)OC(=O)C)CC)OC)C(=O)OC)O.OS(=O)(=O)O. (6) Drug 1: CN1CCC(CC1)COC2=C(C=C3C(=C2)N=CN=C3NC4=C(C=C(C=C4)Br)F)OC. Drug 2: C1=CC(=CC=C1CCC2=CNC3=C2C(=O)NC(=N3)N)C(=O)NC(CCC(=O)O)C(=O)O. Cell line: NCI-H522. Synergy scores: CSS=48.0, Synergy_ZIP=-4.91, Synergy_Bliss=0.367, Synergy_Loewe=-7.81, Synergy_HSA=2.37. (7) Drug 1: C1=C(C(=O)NC(=O)N1)N(CCCl)CCCl. Drug 2: CNC(=O)C1=NC=CC(=C1)OC2=CC=C(C=C2)NC(=O)NC3=CC(=C(C=C3)Cl)C(F)(F)F. Cell line: MOLT-4. Synergy scores: CSS=68.5, Synergy_ZIP=4.14, Synergy_Bliss=3.05, Synergy_Loewe=3.08, Synergy_HSA=6.01. (8) Drug 1: C1CN1C2=NC(=NC(=N2)N3CC3)N4CC4. Drug 2: CCC1(CC2CC(C3=C(CCN(C2)C1)C4=CC=CC=C4N3)(C5=C(C=C6C(=C5)C78CCN9C7C(C=CC9)(C(C(C8N6C)(C(=O)OC)O)OC(=O)C)CC)OC)C(=O)OC)O.OS(=O)(=O)O. Cell line: LOX IMVI. Synergy scores: CSS=37.0, Synergy_ZIP=-2.02, Synergy_Bliss=-1.79, Synergy_Loewe=-0.916, Synergy_HSA=-0.199. (9) Synergy scores: CSS=44.5, Synergy_ZIP=-0.425, Synergy_Bliss=1.95, Synergy_Loewe=-13.7, Synergy_HSA=-0.0912. Drug 2: N.N.Cl[Pt+2]Cl. Cell line: HOP-62. Drug 1: C1=NC2=C(N=C(N=C2N1C3C(C(C(O3)CO)O)F)Cl)N.